From a dataset of NCI-60 drug combinations with 297,098 pairs across 59 cell lines. Regression. Given two drug SMILES strings and cell line genomic features, predict the synergy score measuring deviation from expected non-interaction effect. (1) Drug 1: CC1=C2C(C(=O)C3(C(CC4C(C3C(C(C2(C)C)(CC1OC(=O)C(C(C5=CC=CC=C5)NC(=O)OC(C)(C)C)O)O)OC(=O)C6=CC=CC=C6)(CO4)OC(=O)C)OC)C)OC. Drug 2: CC1=CC=C(C=C1)C2=CC(=NN2C3=CC=C(C=C3)S(=O)(=O)N)C(F)(F)F. Cell line: OVCAR-8. Synergy scores: CSS=73.7, Synergy_ZIP=9.05, Synergy_Bliss=8.62, Synergy_Loewe=-17.8, Synergy_HSA=9.44. (2) Drug 1: CN(C)N=NC1=C(NC=N1)C(=O)N. Drug 2: C1C(C(OC1N2C=NC3=C(N=C(N=C32)Cl)N)CO)O. Cell line: CAKI-1. Synergy scores: CSS=8.43, Synergy_ZIP=-6.06, Synergy_Bliss=-5.38, Synergy_Loewe=-4.42, Synergy_HSA=-4.19. (3) Drug 1: C1=NC2=C(N=C(N=C2N1C3C(C(C(O3)CO)O)O)F)N. Drug 2: CC12CCC3C(C1CCC2OP(=O)(O)O)CCC4=C3C=CC(=C4)OC(=O)N(CCCl)CCCl.[Na+]. Cell line: T-47D. Synergy scores: CSS=-3.86, Synergy_ZIP=-0.861, Synergy_Bliss=-1.86, Synergy_Loewe=-3.67, Synergy_HSA=-4.18. (4) Drug 1: CC1=CC2C(CCC3(C2CCC3(C(=O)C)OC(=O)C)C)C4(C1=CC(=O)CC4)C. Drug 2: CC1=C(C(=O)C2=C(C1=O)N3CC4C(C3(C2COC(=O)N)OC)N4)N. Cell line: NCI-H226. Synergy scores: CSS=19.2, Synergy_ZIP=2.16, Synergy_Bliss=12.9, Synergy_Loewe=-9.96, Synergy_HSA=7.65. (5) Drug 2: CN(C(=O)NC(C=O)C(C(C(CO)O)O)O)N=O. Synergy scores: CSS=9.78, Synergy_ZIP=-3.23, Synergy_Bliss=0.900, Synergy_Loewe=-0.0920, Synergy_HSA=1.18. Drug 1: C(=O)(N)NO. Cell line: SW-620. (6) Drug 1: CS(=O)(=O)OCCCCOS(=O)(=O)C. Drug 2: CC1CCCC2(C(O2)CC(NC(=O)CC(C(C(=O)C(C1O)C)(C)C)O)C(=CC3=CSC(=N3)C)C)C. Cell line: UO-31. Synergy scores: CSS=10.9, Synergy_ZIP=-7.49, Synergy_Bliss=-2.05, Synergy_Loewe=-22.8, Synergy_HSA=-2.12.